This data is from Catalyst prediction with 721,799 reactions and 888 catalyst types from USPTO. The task is: Predict which catalyst facilitates the given reaction. Reactant: S([O-])([O-])(=O)=O.[Mg+2].[CH3:7][O:8][C:9]1[CH:10]=[C:11]2[C:16](=[CH:17][CH:18]=1)[C:15]1([C:20]3[CH:25]=[CH:24][CH:23]=[CH:22][CH:21]=3)[O:19][CH:14]1[CH2:13][CH2:12]2. Product: [CH3:7][O:8][C:9]1[CH:10]=[C:11]2[C:16](=[CH:17][CH:18]=1)[CH:15]([C:20]1[CH:25]=[CH:24][CH:23]=[CH:22][CH:21]=1)[C:14](=[O:19])[CH2:13][CH2:12]2. The catalyst class is: 11.